From a dataset of Full USPTO retrosynthesis dataset with 1.9M reactions from patents (1976-2016). Predict the reactants needed to synthesize the given product. (1) Given the product [Cl:12][C:8]1[CH:9]=[CH:10][N:11]2[CH:14]=[CH:15][N:2]=[C:3]2[C:4]=1[C:5]([OH:7])=[O:6], predict the reactants needed to synthesize it. The reactants are: Cl.[NH2:2][C:3]1[N:11]=[CH:10][CH:9]=[C:8]([Cl:12])[C:4]=1[C:5]([OH:7])=[O:6].Cl[CH2:14][CH:15]=O. (2) Given the product [CH:67]1([CH2:66][N:63]2[CH2:62][CH2:61][N:40]3[C:41]([CH2:45][C:46]4([C:51]5[C:60]6[C:55](=[CH:56][CH:57]=[CH:58][CH:59]=6)[CH:54]=[CH:53][CH:52]=5)[CH2:47][CH2:48][CH2:49][CH2:50]4)=[N:42][C:43](=[O:44])[C:38]([OH:37])=[C:39]3[C:64]2=[O:65])[CH2:69][CH2:68]1, predict the reactants needed to synthesize it. The reactants are: OC1C(=O)N=C(CC2(C3C4C(=CC=CC=4)C=CC=3)CCCC2)N2CCNC(=O)C=12.C([O:37][C:38]1[C:43](=[O:44])[N:42]=[C:41]([CH2:45][C:46]2([C:51]3[C:60]4[C:55](=[CH:56][CH:57]=[CH:58][CH:59]=4)[CH:54]=[CH:53][CH:52]=3)[CH2:50][CH2:49][CH2:48][CH2:47]2)[N:40]2[CH2:61][CH2:62][N:63]([CH2:66][CH:67]3[CH2:69][CH2:68]3)[C:64](=[O:65])[C:39]=12)C1C=CC=CC=1. (3) Given the product [CH3:1][N:2]1[CH2:8][CH2:7][CH2:6][N:5]([C:16](=[O:17])[C:15]2[CH:14]=[CH:13][C:12]([N+:9]([O-:11])=[O:10])=[CH:20][CH:19]=2)[CH2:4][CH2:3]1, predict the reactants needed to synthesize it. The reactants are: [CH3:1][N:2]1[CH2:8][CH2:7][CH2:6][NH:5][CH2:4][CH2:3]1.[N+:9]([C:12]1[CH:20]=[CH:19][C:15]([C:16](Cl)=[O:17])=[CH:14][CH:13]=1)([O-:11])=[O:10].C(N(CC)CC)C.O. (4) Given the product [CH2:2]([O:4][C:5](=[O:31])[CH:6]([C:20]1[CH:25]=[C:24]([C:26]#[N:27])[CH:23]=[CH:22][C:21]=1[NH2:28])[C:7]1[CH:12]=[CH:11][C:10]([CH2:13][N:14]2[CH2:19][CH2:18][O:17][CH2:16][CH2:15]2)=[CH:9][N:8]=1)[CH3:3], predict the reactants needed to synthesize it. The reactants are: Cl.[CH2:2]([O:4][C:5](=[O:31])[CH:6]([C:20]1[CH:25]=[C:24]([C:26]#[N:27])[CH:23]=[CH:22][C:21]=1[N+:28]([O-])=O)[C:7]1[CH:12]=[CH:11][C:10]([CH2:13][N:14]2[CH2:19][CH2:18][O:17][CH2:16][CH2:15]2)=[CH:9][N:8]=1)[CH3:3].C(=O)([O-])O.[Na+]. (5) Given the product [ClH:49].[Cl:49][C:45]1[CH:46]=[C:47]2[C:42](=[CH:43][CH:44]=1)[NH:41][C:40]([C:38]([NH:37][C@@H:34]1[CH2:35][CH2:36][C@@H:31]([C:28](=[O:29])[N:3]([CH3:4])[CH3:2])[CH2:32][C@@H:33]1[NH:50][C:51]([C:53]1[S:54][C:55]3[CH2:56][N:57]([CH3:62])[CH2:58][CH2:59][C:60]=3[N:61]=1)=[O:52])=[O:39])=[CH:48]2, predict the reactants needed to synthesize it. The reactants are: Cl.[CH3:2][NH:3][CH3:4].O.ON1C2C=CC=CC=2N=N1.Cl.CN(C)CCCN=C=NCC.[C:28]([C@@H:31]1[CH2:36][CH2:35][C@@H:34]([NH:37][C:38]([C:40]2[NH:41][C:42]3[C:47]([CH:48]=2)=[CH:46][C:45]([Cl:49])=[CH:44][CH:43]=3)=[O:39])[C@@H:33]([NH:50][C:51]([C:53]2[S:54][C:55]3[CH2:56][N:57]([CH3:62])[CH2:58][CH2:59][C:60]=3[N:61]=2)=[O:52])[CH2:32]1)(O)=[O:29]. (6) Given the product [Cl:20][CH:8]([C:6]1[CH:7]=[C:2]([Cl:1])[C:3]([O:16][CH3:17])=[CH:4][C:5]=1[CH3:15])[C:9]([O:11][CH2:12][CH3:13])=[O:10], predict the reactants needed to synthesize it. The reactants are: [Cl:1][C:2]1[C:3]([O:16][CH3:17])=[CH:4][C:5]([CH3:15])=[C:6]([CH:8](O)[C:9]([O:11][CH2:12][CH3:13])=[O:10])[CH:7]=1.S(Cl)([Cl:20])=O. (7) Given the product [NH2:5][CH2:3][CH2:2][C:6]1[C:14]2[C:9](=[CH:10][N:11]=[CH:12][CH:13]=2)[NH:8][CH:7]=1, predict the reactants needed to synthesize it. The reactants are: O=[C:2]([C:6]1[C:14]2[C:9](=[CH:10][N:11]=[CH:12][CH:13]=2)[NH:8][CH:7]=1)[C:3]([NH2:5])=O.[H-].[Al+3].[Li+].[H-].[H-].[H-].